Task: Predict the reaction yield, written as a fraction of the theoretical maximum amount of product (1.0 means a 100% yield; for example, 0.34 means a 34% yield).. Dataset: Reaction yield outcomes from USPTO patents with 853,638 reactions (1) The reactants are [OH-].[K+].[NH2:3][C:4]1[CH:13]=[CH:12][CH:11]=[C:10]2[C:5]=1[CH:6]=[C:7]([CH2:14][CH2:15][NH:16]C(=O)OCC)[N:8]=[CH:9]2.[C:30](O[C:30]([O:32][C:33]([CH3:36])([CH3:35])[CH3:34])=[O:31])([O:32][C:33]([CH3:36])([CH3:35])[CH3:34])=[O:31]. The catalyst is C(O)C. The product is [NH2:3][C:4]1[CH:13]=[CH:12][CH:11]=[C:10]2[C:5]=1[CH:6]=[C:7]([CH2:14][CH2:15][NH:16][C:30](=[O:31])[O:32][C:33]([CH3:34])([CH3:35])[CH3:36])[N:8]=[CH:9]2. The yield is 1.00. (2) The reactants are [CH3:1][C@@:2]1([OH:21])[CH2:7][CH2:6][C@H:5]2[C@H:8]3[C@H:18]([CH2:19][CH2:20][C@:3]12[CH3:4])[C@:16]1([CH3:17])[CH:11]([CH2:12][CH:13]=[CH:14][CH2:15]1)[CH2:10][CH2:9]3.C1C=C(Cl)C=C(C(OO)=[O:30])C=1. The catalyst is ClCCl. The product is [CH3:1][C@@:2]1([OH:21])[CH2:7][CH2:6][C@H:5]2[C@H:8]3[C@H:18]([CH2:19][CH2:20][C@:3]12[CH3:4])[C@:16]1([CH3:17])[CH:11]([CH2:12][C@@H:13]2[O:30][C@@H:14]2[CH2:15]1)[CH2:10][CH2:9]3. The yield is 0.910. (3) The reactants are C[O:2][CH:3]([O:19]C)[C:4]1[C:5]([C:13]2[CH:18]=[CH:17][CH:16]=[CH:15][CH:14]=2)=[N:6][O:7][C:8]=1[C:9]([O:11][CH3:12])=[O:10].CC(C)=O.OS(O)(=O)=O.O=[Cr](=O)=O. The catalyst is CC(C)=O. The product is [CH3:12][O:11][C:9]([C:8]1[O:7][N:6]=[C:5]([C:13]2[CH:18]=[CH:17][CH:16]=[CH:15][CH:14]=2)[C:4]=1[C:3]([OH:19])=[O:2])=[O:10]. The yield is 0.840. (4) The reactants are C1(P(C2CCCCC2)C2C=CC=CC=2C2C(N(C)C)=CC=CC=2)CCCCC1.[CH2:29]([O:36][C:37]1[C:42](Br)=[CH:41][CH:40]=[CH:39][N:38]=1)[C:30]1[CH:35]=[CH:34][CH:33]=[CH:32][CH:31]=1.[N:44]1([C:50]([O:52][CH2:53][C:54]2[CH:59]=[CH:58][CH:57]=[CH:56][CH:55]=2)=[O:51])[CH2:49][CH2:48][NH:47][CH2:46][CH2:45]1.CC(C)([O-])C.[Na+]. The catalyst is C1(C)C=CC=CC=1.O.C1(/C=C/C(=O)/C=C/C2C=CC=CC=2)C=CC=CC=1.[Pd]. The product is [CH2:29]([O:36][C:37]1[C:42]([N:47]2[CH2:46][CH2:45][N:44]([C:50]([O:52][CH2:53][C:54]3[CH:59]=[CH:58][CH:57]=[CH:56][CH:55]=3)=[O:51])[CH2:49][CH2:48]2)=[CH:41][CH:40]=[CH:39][N:38]=1)[C:30]1[CH:35]=[CH:34][CH:33]=[CH:32][CH:31]=1. The yield is 0.550.